Dataset: TCR-epitope binding with 47,182 pairs between 192 epitopes and 23,139 TCRs. Task: Binary Classification. Given a T-cell receptor sequence (or CDR3 region) and an epitope sequence, predict whether binding occurs between them. (1) The epitope is IPRRNVATL. The TCR CDR3 sequence is CASSLGTSGGVGYNEQFF. Result: 1 (the TCR binds to the epitope). (2) The epitope is SLVKPSFYV. The TCR CDR3 sequence is CASSQEFGSGLIFSTDTQYF. Result: 0 (the TCR does not bind to the epitope). (3) The epitope is HTDFSSEIIGY. The TCR CDR3 sequence is CAWSPAGLAMYEQYF. Result: 0 (the TCR does not bind to the epitope). (4) The epitope is GPGHKARVL. The TCR CDR3 sequence is CASSQDFGSPFNEQFF. Result: 0 (the TCR does not bind to the epitope).